This data is from Reaction yield outcomes from USPTO patents with 853,638 reactions. The task is: Predict the reaction yield, written as a fraction of the theoretical maximum amount of product (1.0 means a 100% yield; for example, 0.34 means a 34% yield). The reactants are [Cl:1][C:2]1[CH:3]=[C:4]([N+:21]([O-])=O)[C:5]([NH:8][C@@H:9]2[CH2:13][CH2:12][N:11]([C:14]([O:16][C:17]([CH3:20])([CH3:19])[CH3:18])=[O:15])[CH2:10]2)=[N:6][CH:7]=1.[NH4+].[Cl-]. The catalyst is CO.O.[Fe]. The product is [NH2:21][C:4]1[C:5]([NH:8][C@@H:9]2[CH2:13][CH2:12][N:11]([C:14]([O:16][C:17]([CH3:20])([CH3:19])[CH3:18])=[O:15])[CH2:10]2)=[N:6][CH:7]=[C:2]([Cl:1])[CH:3]=1. The yield is 0.930.